The task is: Predict the product of the given reaction.. This data is from Forward reaction prediction with 1.9M reactions from USPTO patents (1976-2016). (1) Given the reactants [C:1]([O:5][C:6](=[O:28])[NH:7][C:8]([C:10]1[S:11][C:12]([S:26][CH3:27])=[C:13]([S:15]([C:18]2[CH:23]=[C:22]([OH:24])[CH:21]=[C:20](Br)[CH:19]=2)(=[O:17])=[O:16])[CH:14]=1)=[NH:9])([CH3:4])([CH3:3])[CH3:2].[Cl:29][C:30]1[CH:35]=[CH:34][CH:33]=[CH:32][C:31]=1B(O)O.C([O-])([O-])=O.[Na+].[Na+], predict the reaction product. The product is: [C:1]([O:5][C:6](=[O:28])[NH:7][C:8]([C:10]1[S:11][C:12]([S:26][CH3:27])=[C:13]([S:15]([C:18]2[CH:19]=[C:20]([C:31]3[CH:32]=[CH:33][CH:34]=[CH:35][C:30]=3[Cl:29])[CH:21]=[C:22]([OH:24])[CH:23]=2)(=[O:17])=[O:16])[CH:14]=1)=[NH:9])([CH3:4])([CH3:3])[CH3:2]. (2) Given the reactants [I-].[CH3:2][S+](C)(C)=O.[H-].[Na+].[CH:9](=[C:11]([C:17]([O:19][CH2:20][CH3:21])=[O:18])[C:12]([O:14][CH2:15][CH3:16])=[O:13])[CH3:10].Cl, predict the reaction product. The product is: [CH3:10][CH:9]1[CH2:2][C:11]1([C:17]([O:19][CH2:20][CH3:21])=[O:18])[C:12]([O:14][CH2:15][CH3:16])=[O:13]. (3) The product is: [N:13]1([C:11]([NH:10][C:8]([S:7][CH3:6])=[NH:9])=[O:12])[CH:17]=[CH:16][N:15]=[CH:14]1. Given the reactants S(O)(O)(=O)=O.[CH3:6][S:7][C:8](=[NH:10])[NH2:9].[C:11](N1C=CN=C1)([N:13]1[CH:17]=[CH:16][N:15]=[CH:14]1)=[O:12], predict the reaction product. (4) Given the reactants [C:1]1([CH:13]=[CH:14][C:15]2[CH:20]=[CH:19][CH:18]=[CH:17][CH:16]=2)[CH:6]=[CH:5][CH:4]=[C:3]([CH2:7][CH2:8]O)[C:2]=1[CH2:10][CH2:11]O.[C-:21]#[N:22].[K+].C[Si](Cl)(C)C.[OH-].[Na+].C[C:32]#[N:33], predict the reaction product. The product is: [C:1]1([CH:13]=[CH:14][C:15]2[CH:20]=[CH:19][CH:18]=[CH:17][CH:16]=2)[CH:6]=[CH:5][CH:4]=[C:3]([CH2:7][CH2:8][C:21]#[N:22])[C:2]=1[CH2:10][CH2:11][C:32]#[N:33]. (5) Given the reactants C([O:3][C:4](=[O:25])[CH2:5][C:6]1[CH:11]=[CH:10][N:9]=[C:8]([NH:12][CH2:13][C:14]([F:23])([F:22])[C:15]2[CH:20]=[CH:19][CH:18]=[CH:17][N+:16]=2[O-:21])[C:7]=1[F:24])C.[Li+].[OH-].Cl, predict the reaction product. The product is: [F:23][C:14]([F:22])([C:15]1[CH:20]=[CH:19][CH:18]=[CH:17][N+:16]=1[O-:21])[CH2:13][NH:12][C:8]1[C:7]([F:24])=[C:6]([CH2:5][C:4]([OH:25])=[O:3])[CH:11]=[CH:10][N:9]=1. (6) Given the reactants [CH3:1][C:2]1[CH:7]=[C:6]([N:8]2[CH2:12][CH2:11][CH:10]([N:13]3[CH2:17][CH2:16][CH2:15][CH:14]3[CH3:18])[CH2:9]2)[CH:5]=[CH:4][C:3]=1[NH2:19].[CH3:20][O:21][C:22]1[CH:33]=[CH:32][C:25]2[CH:26]=[C:27]([C:29](O)=[O:30])[O:28][C:24]=2[CH:23]=1, predict the reaction product. The product is: [CH3:1][C:2]1[CH:7]=[C:6]([N:8]2[CH2:12][CH2:11][CH:10]([N:13]3[CH2:17][CH2:16][CH2:15][CH:14]3[CH3:18])[CH2:9]2)[CH:5]=[CH:4][C:3]=1[NH:19][C:29]([C:27]1[O:28][C:24]2[CH:23]=[C:22]([O:21][CH3:20])[CH:33]=[CH:32][C:25]=2[CH:26]=1)=[O:30]. (7) Given the reactants C([N:8]1[CH2:16][C@H:15]2[C@:10]([CH3:22])([CH2:11][CH2:12][C:13]3[C:20]([Cl:21])=[CH:19][CH:18]=[CH:17][C:14]=32)[CH2:9]1)C1C=CC=CC=1.ClC(OC(Cl)C)=O.CO, predict the reaction product. The product is: [Cl:21][C:20]1[C:13]2[CH2:12][CH2:11][C@@:10]3([CH3:22])[C@H:15]([CH2:16][NH:8][CH2:9]3)[C:14]=2[CH:17]=[CH:18][CH:19]=1. (8) Given the reactants [C:1]([C:3]1[CH:8]=[CH:7][C:6]([N:9]([CH2:15][C:16]([F:19])([F:18])[F:17])[CH2:10][C:11](=[NH:14])[NH:12][OH:13])=[CH:5][C:4]=1[C:20]([F:23])([F:22])[F:21])#[N:2].[CH:24](OCC)(OCC)OCC, predict the reaction product. The product is: [O:13]1[CH:24]=[N:14][C:11]([CH2:10][N:9]([CH2:15][C:16]([F:17])([F:18])[F:19])[C:6]2[CH:7]=[CH:8][C:3]([C:1]#[N:2])=[C:4]([C:20]([F:22])([F:21])[F:23])[CH:5]=2)=[N:12]1. (9) The product is: [CH3:19][S:16]([C:13]1[CH:14]=[CH:15][C:10]([C:6]2[C:5]3[N:4]([N:3]=[C:2]([NH:29][CH2:28][CH2:27][C:22]4[CH:23]=[CH:24][CH:25]=[CH:26][N:21]=4)[N:20]=3)[CH:9]=[CH:8][CH:7]=2)=[CH:11][CH:12]=1)(=[O:18])=[O:17]. Given the reactants Cl[C:2]1[N:20]=[C:5]2[C:6]([C:10]3[CH:15]=[CH:14][C:13]([S:16]([CH3:19])(=[O:18])=[O:17])=[CH:12][CH:11]=3)=[CH:7][CH:8]=[CH:9][N:4]2[N:3]=1.[N:21]1[CH:26]=[CH:25][CH:24]=[CH:23][C:22]=1[CH2:27][CH2:28][NH2:29], predict the reaction product.